Dataset: NCI-60 drug combinations with 297,098 pairs across 59 cell lines. Task: Regression. Given two drug SMILES strings and cell line genomic features, predict the synergy score measuring deviation from expected non-interaction effect. (1) Drug 1: C1=NC2=C(N=C(N=C2N1C3C(C(C(O3)CO)O)O)F)N. Drug 2: CCCCCOC(=O)NC1=NC(=O)N(C=C1F)C2C(C(C(O2)C)O)O. Cell line: SK-MEL-28. Synergy scores: CSS=-0.489, Synergy_ZIP=2.07, Synergy_Bliss=3.64, Synergy_Loewe=-2.00, Synergy_HSA=-1.65. (2) Drug 1: C1=C(C(=O)NC(=O)N1)F. Drug 2: CC1C(C(CC(O1)OC2CC(CC3=C2C(=C4C(=C3O)C(=O)C5=C(C4=O)C(=CC=C5)OC)O)(C(=O)CO)O)N)O.Cl. Cell line: NCI/ADR-RES. Synergy scores: CSS=34.1, Synergy_ZIP=-6.15, Synergy_Bliss=-6.58, Synergy_Loewe=-1.89, Synergy_HSA=-1.36. (3) Drug 1: C1=CC(=CC=C1CC(C(=O)O)N)N(CCCl)CCCl.Cl. Drug 2: CCCCC(=O)OCC(=O)C1(CC(C2=C(C1)C(=C3C(=C2O)C(=O)C4=C(C3=O)C=CC=C4OC)O)OC5CC(C(C(O5)C)O)NC(=O)C(F)(F)F)O. Cell line: SK-MEL-5. Synergy scores: CSS=4.21, Synergy_ZIP=-1.36, Synergy_Bliss=1.38, Synergy_Loewe=-3.93, Synergy_HSA=-4.26.